Dataset: Drug-target binding data from BindingDB using IC50 measurements. Task: Regression. Given a target protein amino acid sequence and a drug SMILES string, predict the binding affinity score between them. We predict pIC50 (pIC50 = -log10(IC50 in M); higher means more potent). Dataset: bindingdb_ic50. (1) The compound is Cc1cc(C)c2nc(C(C)C)n(Cc3ccc(/C=C/CN4CCN(C(C)C)CC4)cc3)c2n1. The target protein (Q8BUD0) has sequence MDNSTGTGEGCHVDSRVDHLFPPSLYIFVIGVGLPTNCLALWAAYRQVRQHNELGVYLMNLSIADLLYICTLPLWVDYFLHHDNWIHGPGSCKLFGFIFYSNIYISIAFLCCISVDRYLAVAHPLRFARLRRVKTAVAVSSVVWATELGANSAPLFHDELFRDRYNHTFCFEKFPMERWVAWMNLYRVFVGFLFPWALMLLCYRGILRAVQSSVSTERQEKVKIKRLALSLIAIVLVCFAPYHALLLSRSAVYLGRPWDCGFEERVFSAYHSSLAFTSLNCVADPILYCLVNEGARSDVAKALHNLLRFLASNKPQEMANASLTLETPLTSKRSTTGKSSGAVWAVPPTAQGDQVPLKVLLPPAQ. The pIC50 is 4.8. (2) The small molecule is COc1cc(Br)ccc1C(=O)N/N=C/c1c(O)ccc2ccccc12. The target protein (P23921) has sequence MHVIKRDGRQERVMFDKITSRIQKLCYGLNMDFVDPAQITMKVIQGLYSGVTTVELDTLAAETAATLTTKHPDYAILAARIAVSNLHKETKKVFSDVMEDLYNYINPHNGKHSPMVAKSTLDIVLANKDRLNSAIIYDRDFSYNYFGFKTLERSYLLKINGKVAERPQHMLMRVSVGIHKEDIDAAIETYNLLSERWFTHASPTLFNAGTNRPQLSSCFLLSMKDDSIEGIYDTLKQCALISKSAGGIGVAVSCIRATGSYIAGTNGNSNGLVPMLRVYNNTARYVDQGGNKRPGAFAIYLEPWHLDIFEFLDLKKNTGKEEQRARDLFFALWIPDLFMKRVETNQDWSLMCPNECPGLDEVWGEEFEKLYASYEKQGRVRKVVKAQQLWYAIIESQTETGTPYMLYKDSCNRKSNQQNLGTIKCSNLCTEIVEYTSKDEVAVCNLASLALNMYVTSEHTYDFKKLAEVTKVVVRNLNKIIDINYYPVPEACLSNKRHRP.... The pIC50 is 4.9. (3) The compound is COc1ccc(CCc2nc(C)c(O)c(C(=O)O)c2C(=O)O)cc1. The target protein (P51576) has sequence MARRLQDELSAFFFEYDTPRMVLVRNKKVGVIFRLIQLVVLVYVIGWVFVYEKGYQTSSGLISSVSVKLKGLAVTQLQGLGPQVWDVADYVFPAHGDSSFVVMTNFIMTPQQAQGHCAENPEGGICQDDSGCTPGKAERKAQGIRTGNCVPFNGTVKTCEIFGWCPVEVDDKIPSPALLHEAENFTLFIKNSISFPRFKVNRRNLVEEVNGTYMKKCLYHKILHPLCPVFSLGYVVRESGQDFRSLAEKGGVVGITIDWECDLDWHVRHCKPIYQFHGLYGEKNLSPGFNFRFARHFVQNGTNRRHLFKVFGIRFDILVDGKAGKFDIIPTMTTIGSGIGIFGVATVLCDLLLLHILPKRHYYKQKKFKYAEDMGPGEGERDPAATSSTLGLQENMRTS. The pIC50 is 6.3. (4) The small molecule is COc1ccc(CCc2ccc(O)cc2O)cc1. The target protein (Q8R2Y2) has sequence MGLPKLVCVFLFAACCCCRRAAGVPGEEKQPVPTPDLVEAEVGSTALLKCGPSRASGNFSQVDWFLIHKERQILIFRVHQGKGQREPGEYEHRLSLQDSVATLALSHVTPHDERMFLCKSKRPRLQDHYVELQVFKAPEEPTIQANVVGIHVDRQELREVATCVGRNGYPIPQVLWYKNSLPLQEEENRVHIQSSQIVESSGLYTLKSVLSARLVKEDKDAQFYCELSYRLPSGNHMKESKEVTVPVFYPAEKVWVEVEPVGLLKEGDHVTIRCLTDGNPQPHFTINKKDPSTGEMEEESTDENGLLSLEPAEKHHSGLYQCQSLDLETTITLSSDPLELLVNYVSDVQVNPTAPEVQEGESLTLTCEAESNQDLEFEWLRDKTGQLLGKGPVLQLNNVRREAGGRYLCMASVPRVPGLNRTQLVSVGIFGSPWMALKERKVWVQENAVLNLSCEASGHPQPTISWNVNGSATEWNPDPQTVVSTLNVLVTPELLETGAE.... The pIC50 is 5.9. (5) The drug is CCOC(=O)c1c(-c2ccc(F)cc2)csc1N. The target protein (Q05513) has sequence MPSRTGPKMEGSGGRVRLKAHYGGDIFITSVDAATTFEELCEEVRDMCRLHQQHPLTLKWVDSEGDPCTVSSQMELEEAFRLARQCRDEGLIIHVFPSTPEQPGLPCPGEDKSIYRRGARRWRKLYRANGHLFQAKRFNRRAYCGQCSERIWGLARQGYRCINCKLLVHKRCHGLVPLTCRKHMDSVMPSQEPPVDDKNEDADLPSEETDGIAYISSSRKHDSIKDDSEDLKPVIDGMDGIKISQGLGLQDFDLIRVIGRGSYAKVLLVRLKKNDQIYAMKVVKKELVHDDEDIDWVQTEKHVFEQASSNPFLVGLHSCFQTTSRLFLVIEYVNGGDLMFHMQRQRKLPEEHARFYAAEICIALNFLHERGIIYRDLKLDNVLLDADGHIKLTDYGMCKEGLGPGDTTSTFCGTPNYIAPEILRGEEYGFSVDWWALGVLMFEMMAGRSPFDIITDNPDMNTEDYLFQVILEKPIRIPRFLSVKASHVLKGFLNKDPKER.... The pIC50 is 4.6. (6) The compound is CCC(CC)O[C@@H]1C=C(C(=O)O)C[C@H](N)[C@H]1NC(C)=O. The target protein sequence is MNPNKKIITIGSICMVTGMVSLMLQIGNLISIWVSHSIHTGNQHKAEPISNTNFLTEKAVASVKLAGNSSLCPINGWAVYSKDNSIRIGSKGDVFVIREPFISCSHLECRTFFLTQGALLNDKHSNGTVKDRSPHRTLMSCPVGEAPSPYNSRFESVAWSASACHDGTSWLTIGISGPDNGAVAVLKYNGIITDTIKSWRNNILRTQESECACVNGSCFTVMTDGPSNGQASHKIFKMEKGKVVKSVELDAPNYHYEECSCYPDAGEITCVCRDNWHGSNRPWVSFNQNLEYQIGYICSGVFGDNPRPNDGTGSCGPVSSNGAYGVKGFSFKYGNGVWIGRTKSTNSRSGFEMIWDPNGWTETDSSFSVKQDIVAITDWSGYSGSFVQHPELTGLDCIRPCFWVELIRGRPKESTIWTSGSSISFCGVNSDTVGWSWPDGAELPFTIDK. The pIC50 is 9.5. (7) The drug is Cn1sc(=O)n(Cc2ccccc2)c1=O. The target is XTSFAESXKPVQQPSAFGS. The pIC50 is 5.7.